This data is from Forward reaction prediction with 1.9M reactions from USPTO patents (1976-2016). The task is: Predict the product of the given reaction. Given the reactants Br[C:2]1[CH:3]=[C:4]2[C:9](=[CH:10][CH:11]=1)[N:8]=[C:7]([O:12][CH3:13])[C:6]([CH2:14][C:15]1[CH:20]=[CH:19][C:18]([C:21]([F:24])([F:23])[F:22])=[CH:17][CH:16]=1)=[C:5]2[Cl:25].[Li]CCCC.[CH3:31][N:32]1[C:36]([CH:37]=[O:38])=[CH:35][N:34]=[N:33]1, predict the reaction product. The product is: [Cl:25][C:5]1[C:4]2[C:9](=[CH:10][CH:11]=[C:2]([CH:37]([C:36]3[N:32]([CH3:31])[N:33]=[N:34][CH:35]=3)[OH:38])[CH:3]=2)[N:8]=[C:7]([O:12][CH3:13])[C:6]=1[CH2:14][C:15]1[CH:20]=[CH:19][C:18]([C:21]([F:24])([F:23])[F:22])=[CH:17][CH:16]=1.